From a dataset of Forward reaction prediction with 1.9M reactions from USPTO patents (1976-2016). Predict the product of the given reaction. (1) Given the reactants Cl[CH2:2][C:3]([NH:5][C:6]([CH3:19])([CH2:12][C:13]1[CH:18]=[CH:17][CH:16]=[CH:15][CH:14]=1)[C:7](OCC)=[O:8])=[O:4].[CH3:20][NH2:21], predict the reaction product. The product is: [CH2:12]([C:6]1([CH3:19])[NH:5][C:3](=[O:4])[CH2:2][N:21]([CH3:20])[C:7]1=[O:8])[C:13]1[CH:18]=[CH:17][CH:16]=[CH:15][CH:14]=1. (2) Given the reactants [F:1][C:2]([F:9])([F:8])/[CH:3]=[CH:4]/[C:5](O)=[O:6].C(N(C(C)C)CC)(C)C.CN(C(ON1N=NC2C=CC=CC1=2)=[N+](C)C)C.F[P-](F)(F)(F)(F)F.[CH3:43][NH:44][C:45]([C:47]1[C:48]([CH3:60])=[N:49][C:50]([CH3:59])=[CH:51][C:52]=1[N:53]1[CH2:58][CH2:57][NH:56][CH2:55][CH2:54]1)=[O:46], predict the reaction product. The product is: [CH3:43][NH:44][C:45]([C:47]1[C:48]([CH3:60])=[N:49][C:50]([CH3:59])=[CH:51][C:52]=1[N:53]1[CH2:58][CH2:57][N:56]([C:5](=[O:6])/[CH:4]=[CH:3]/[C:2]([F:9])([F:8])[F:1])[CH2:55][CH2:54]1)=[O:46]. (3) Given the reactants [F:1][C:2]1[CH:7]=[C:6](Br)[CH:5]=[CH:4][C:3]=1[O:9][CH3:10].C([Li])CCC.[Br:16][C:17]1[CH:28]=[CH:27][C:20]([C:21](N(C)OC)=[O:22])=[CH:19][CH:18]=1.O, predict the reaction product. The product is: [Br:16][C:17]1[CH:28]=[CH:27][C:20]([C:21]([C:6]2[CH:5]=[CH:4][C:3]([O:9][CH3:10])=[C:2]([F:1])[CH:7]=2)=[O:22])=[CH:19][CH:18]=1. (4) Given the reactants [C:12]([O:11][C:9](O[C:9]([O:11][C:12]([CH3:15])([CH3:14])[CH3:13])=[O:10])=[O:10])([CH3:15])([CH3:14])[CH3:13].[F:16][C:17]1[CH:18]=[C:19]([N:23]2[C:27]3=[N:28][CH:29]=[CH:30][CH:31]=[C:26]3[CH:25]=[C:24]2[CH:32]([NH2:34])[CH3:33])[CH:20]=[CH:21][CH:22]=1.C(N(CC)CC)C, predict the reaction product. The product is: [F:16][C:17]1[CH:18]=[C:19]([N:23]2[C:27]3=[N:28][CH:29]=[CH:30][CH:31]=[C:26]3[CH:25]=[C:24]2[CH:32]([NH:34][C:9](=[O:10])[O:11][C:12]([CH3:13])([CH3:14])[CH3:15])[CH3:33])[CH:20]=[CH:21][CH:22]=1. (5) Given the reactants [C:1]1([CH2:7][C:8]([OH:10])=[O:9])[CH:6]=[CH:5][CH:4]=[CH:3][CH:2]=1.C[Si]([N-][Si](C)(C)C)(C)C.[Li+].[CH2:21](I)[CH:22]([CH3:24])[CH3:23], predict the reaction product. The product is: [CH3:21][CH:22]([CH3:24])[CH2:23][CH:7]([C:1]1[CH:6]=[CH:5][CH:4]=[CH:3][CH:2]=1)[C:8]([OH:10])=[O:9].